Regression. Given two drug SMILES strings and cell line genomic features, predict the synergy score measuring deviation from expected non-interaction effect. From a dataset of NCI-60 drug combinations with 297,098 pairs across 59 cell lines. (1) Drug 1: CC1=C(C=C(C=C1)C(=O)NC2=CC(=CC(=C2)C(F)(F)F)N3C=C(N=C3)C)NC4=NC=CC(=N4)C5=CN=CC=C5. Drug 2: COCCOC1=C(C=C2C(=C1)C(=NC=N2)NC3=CC=CC(=C3)C#C)OCCOC.Cl. Cell line: MCF7. Synergy scores: CSS=-1.06, Synergy_ZIP=2.52, Synergy_Bliss=3.63, Synergy_Loewe=0.432, Synergy_HSA=0.0613. (2) Drug 1: CN1C(=O)N2C=NC(=C2N=N1)C(=O)N. Drug 2: CC(C)NC(=O)C1=CC=C(C=C1)CNNC.Cl. Cell line: T-47D. Synergy scores: CSS=-2.49, Synergy_ZIP=2.09, Synergy_Bliss=2.37, Synergy_Loewe=0.650, Synergy_HSA=-1.51. (3) Drug 1: C1=NC2=C(N=C(N=C2N1C3C(C(C(O3)CO)O)O)F)N. Drug 2: C1=CN(C=N1)CC(O)(P(=O)(O)O)P(=O)(O)O. Cell line: SK-OV-3. Synergy scores: CSS=20.8, Synergy_ZIP=-4.03, Synergy_Bliss=2.64, Synergy_Loewe=1.36, Synergy_HSA=0.625.